This data is from Forward reaction prediction with 1.9M reactions from USPTO patents (1976-2016). The task is: Predict the product of the given reaction. (1) Given the reactants [NH2:1][C:2]([C:5]1[CH:10]=[CH:9][CH:8]=[CH:7][CH:6]=1)([NH2:4])[CH3:3].[ClH:11].O1CCOCC1, predict the reaction product. The product is: [ClH:11].[ClH:11].[NH2:1][C:2]([C:5]1[CH:10]=[CH:9][CH:8]=[CH:7][CH:6]=1)([NH2:4])[CH3:3]. (2) Given the reactants [CH2:1]([N:3]([C:29](=O)[C:30]1[CH:35]=[CH:34][C:33]([OH:36])=[C:32]([F:37])[CH:31]=1)[C:4]1[CH:9]=[C:8]([O:10][CH3:11])[CH:7]=[CH:6][C:5]=1[CH:12]1[CH2:21][CH2:20][C:19]2[CH:18]=[C:17]([O:22]C(=O)C(C)(C)C)[CH:16]=[CH:15][C:14]=2[CH2:13]1)[CH3:2].Br[CH2:40][C:41]([N:43]1[C:48]([CH3:50])([CH3:49])[CH2:47][CH2:46][CH2:45][C:44]1([CH3:52])[CH3:51])=O, predict the reaction product. The product is: [CH2:1]([N:3]([CH2:29][C:30]1[CH:35]=[CH:34][C:33]([O:36][CH2:40][CH2:41][N:43]2[C:48]([CH3:50])([CH3:49])[CH2:47][CH2:46][CH2:45][C:44]2([CH3:52])[CH3:51])=[C:32]([F:37])[CH:31]=1)[C:4]1[CH:9]=[C:8]([O:10][CH3:11])[CH:7]=[CH:6][C:5]=1[CH:12]1[CH2:21][CH2:20][C:19]2[CH:18]=[C:17]([OH:22])[CH:16]=[CH:15][C:14]=2[CH2:13]1)[CH3:2]. (3) The product is: [F:15][C:14]1[CH:13]=[C:12]([CH2:16][CH:17]([O:23][CH2:24][CH3:25])[C:18]([O:20][CH2:21][CH3:22])=[O:19])[CH:11]=[C:10]([F:26])[C:9]=1[OH:8]. Given the reactants C([O:8][C:9]1[C:14]([F:15])=[CH:13][C:12](/[CH:16]=[C:17](\[O:23][CH2:24][CH3:25])/[C:18]([O:20][CH2:21][CH3:22])=[O:19])=[CH:11][C:10]=1[F:26])C1C=CC=CC=1.[H][H], predict the reaction product. (4) Given the reactants [O:1]1[CH:5]=[CH:4][CH:3]=[C:2]1[CH2:6][S:7][CH2:8][C:9]1[CH:14]=[C:13]([N:15]2[CH2:20][CH2:19][O:18][CH2:17][CH2:16]2)[N:12]=[C:11]([C:21]2[CH:22]=[C:23]3[C:27](=[CH:28][CH:29]=2)[NH:26][CH:25]=[CH:24]3)[N:10]=1.ClC1C=CC=C(C(OO)=O)C=1.[OH-:41].[Na+].C[OH:44], predict the reaction product. The product is: [O:1]1[CH:5]=[CH:4][CH:3]=[C:2]1[CH2:6][S:7]([CH2:8][C:9]1[CH:14]=[C:13]([N:15]2[CH2:20][CH2:19][O:18][CH2:17][CH2:16]2)[N:12]=[C:11]([C:21]2[CH:22]=[C:23]3[C:27](=[CH:28][CH:29]=2)[NH:26][CH:25]=[CH:24]3)[N:10]=1)(=[O:44])=[O:41]. (5) Given the reactants [Cl:1][C:2]1[CH:3]=[C:4]([NH:9][C:10]2[N:14]=[C:13]([NH2:15])[NH:12][N:11]=2)[CH:5]=[C:6]([Cl:8])[CH:7]=1.[CH:16](=O)[C:17]1[CH:22]=[CH:21][CH:20]=[CH:19][CH:18]=1.[BH4-].[Na+], predict the reaction product. The product is: [CH2:16]([NH:15][C:13]1[NH:12][N:11]=[C:10]([NH:9][C:4]2[CH:5]=[C:6]([Cl:8])[CH:7]=[C:2]([Cl:1])[CH:3]=2)[N:14]=1)[C:17]1[CH:22]=[CH:21][CH:20]=[CH:19][CH:18]=1. (6) Given the reactants N1([C:6]([CH3:60])([CH3:59])[C:7]#[C:8][C:9]2[N:14]=[C:13]([C@@H:15]([NH:25][C:26](=[O:42])[CH2:27][N:28]3[C:32]4[C:33]([F:38])([F:37])[C@@H:34]5[CH2:36][C@@H:35]5[C:31]=4[C:30]([CH:39]([F:41])[F:40])=[N:29]3)[CH2:16][C:17]3[CH:22]=[C:21]([F:23])[CH:20]=[C:19]([F:24])[CH:18]=3)[C:12]([C:43]3[CH:44]=[CH:45][C:46]([Cl:58])=[C:47]4[C:51]=3[N:50]([CH3:52])[N:49]=[C:48]4[NH:53][S:54]([CH3:57])(=[O:56])=[O:55])=[CH:11][CH:10]=2)C=CN=C1.[CH3:61][N:62]1[CH:66]=[CH:65][N:64]=[C:63]1C(C)(C#C)C, predict the reaction product. The product is: [Cl:58][C:46]1[CH:45]=[CH:44][C:43]([C:12]2[C:13]([C@@H:15]([NH:25][C:26](=[O:42])[CH2:27][N:28]3[C:32]4[C:33]([F:37])([F:38])[C@@H:34]5[CH2:36][C@@H:35]5[C:31]=4[C:30]([CH:39]([F:41])[F:40])=[N:29]3)[CH2:16][C:17]3[CH:18]=[C:19]([F:24])[CH:20]=[C:21]([F:23])[CH:22]=3)=[N:14][C:9]([C:8]#[C:7][C:6]([CH3:59])([C:63]3[N:62]([CH3:61])[CH:66]=[CH:65][N:64]=3)[CH3:60])=[CH:10][CH:11]=2)=[C:51]2[C:47]=1[C:48]([NH:53][S:54]([CH3:57])(=[O:55])=[O:56])=[N:49][N:50]2[CH3:52]. (7) Given the reactants [OH:1][C:2]1[CH:3]=[C:4]([CH:8]=[CH:9][C:10]=1[I:11])[C:5]([OH:7])=[O:6].Cl.[CH3:13][CH2:14]O, predict the reaction product. The product is: [OH:1][C:2]1[CH:3]=[C:4]([CH:8]=[CH:9][C:10]=1[I:11])[C:5]([O:7][CH2:13][CH3:14])=[O:6]. (8) Given the reactants [C:1]([C:5]1[NH:6][C:7]2[C:12]([CH:13]=1)=[CH:11][C:10]([NH2:14])=[CH:9][CH:8]=2)([CH3:4])([CH3:3])[CH3:2].[CH3:15][O:16][C:17]1[CH:22]=[CH:21][C:20]([C:23]2([C:26](O)=[O:27])[CH2:25][CH2:24]2)=[CH:19][CH:18]=1.C(N(CC)CC)C.F[P-](F)(F)(F)(F)F.N1(OC(N(C)C)=[N+](C)C)C2N=CC=CC=2N=N1, predict the reaction product. The product is: [C:1]([C:5]1[NH:6][C:7]2[C:12]([CH:13]=1)=[CH:11][C:10]([NH:14][C:26]([C:23]1([C:20]3[CH:19]=[CH:18][C:17]([O:16][CH3:15])=[CH:22][CH:21]=3)[CH2:25][CH2:24]1)=[O:27])=[CH:9][CH:8]=2)([CH3:4])([CH3:2])[CH3:3]. (9) Given the reactants [F:1][CH2:2][C:3]1([C:51]([O:53][CH2:54][CH3:55])=[O:52])[CH2:8][CH2:7][C:6]([C:9]2[C:10]([CH3:50])([CH3:49])[C@H:11]3[C@:24]([CH3:27])([CH2:25][CH:26]=2)[C@@H:23]2[C@:14]([CH3:48])([C@@:15]4([CH3:47])[C@H:20]([CH2:21][CH2:22]2)[C@H:19]2[C@H:28]([C:31]([CH3:33])=[CH2:32])[CH2:29][CH2:30][C@:18]2([NH:34][CH2:35][CH2:36][N:37]2[CH2:42]CC(S(C)(=O)=O)[CH2:39][CH2:38]2)[CH2:17][CH2:16]4)[CH2:13][CH2:12]3)=[CH:5][CH2:4]1.F[C:57](F)(F)[S:58](OC1C(C)(C)[C@H]2[C@](C)(CC=1)[C@@H]1[C@](C)([C@@]3(C)[C@H](CC1)[C@H]1[C@H](C(C)=C)CC[C@]1(NCCN1CC[S:58](=[O:60])(=[O:59])[CH2:57]C1)CC3)CC2)(=[O:60])=[O:59], predict the reaction product. The product is: [O:59]=[S:58]1(=[O:60])[CH2:39][CH2:38][N:37]([CH2:36][CH2:35][NH:34][C@:18]23[CH2:30][CH2:29][C@@H:28]([C:31]([CH3:33])=[CH2:32])[C@@H:19]2[C@@H:20]2[C@@:15]([CH3:47])([CH2:16][CH2:17]3)[C@@:14]3([CH3:48])[C@@H:23]([C@:24]4([CH3:27])[C@@H:11]([CH2:12][CH2:13]3)[C:10]([CH3:49])([CH3:50])[C:9]([C:6]3[CH2:7][CH2:8][C:3]([CH2:2][F:1])([C:51]([O:53][CH2:54][CH3:55])=[O:52])[CH2:4][CH:5]=3)=[CH:26][CH2:25]4)[CH2:22][CH2:21]2)[CH2:42][CH2:57]1. (10) Given the reactants [Br:1][C:2]1[C:11]([F:12])=[CH:10][C:5]([C:6](OC)=[O:7])=[C:4]([Cl:13])[CH:3]=1.CO.[BH4-].[Li+].[OH-].[Na+], predict the reaction product. The product is: [Br:1][C:2]1[C:11]([F:12])=[CH:10][C:5]([CH2:6][OH:7])=[C:4]([Cl:13])[CH:3]=1.